This data is from Forward reaction prediction with 1.9M reactions from USPTO patents (1976-2016). The task is: Predict the product of the given reaction. (1) Given the reactants [CH3:1][O:2][C:3]1[CH:8]=[C:7]([N+:9]([O-])=O)[CH:6]=[CH:5][C:4]=1[S:12]([N:15]([CH3:26])[CH2:16][CH2:17][CH2:18][N:19]1[CH2:24][CH2:23][N:22]([CH3:25])[CH2:21][CH2:20]1)(=[O:14])=[O:13], predict the reaction product. The product is: [NH2:9][C:7]1[CH:6]=[CH:5][C:4]([S:12]([N:15]([CH3:26])[CH2:16][CH2:17][CH2:18][N:19]2[CH2:20][CH2:21][N:22]([CH3:25])[CH2:23][CH2:24]2)(=[O:13])=[O:14])=[C:3]([O:2][CH3:1])[CH:8]=1. (2) Given the reactants N#N.Cl[Si](C)(C)C.[F:8][C:9]([F:17])([F:16])[C:10]([F:15])([F:14])[CH2:11][CH2:12]I.Br[C:19]1[CH:24]=[CH:23][C:22]([C:25]2[CH:30]=[CH:29][C:28]([S:31]([C:34]3([C:40]([O:42][C:43]([CH3:46])([CH3:45])[CH3:44])=[O:41])[CH2:39][CH2:38][O:37][CH2:36][CH2:35]3)(=[O:33])=[O:32])=[CH:27][CH:26]=2)=[CH:21][CH:20]=1, predict the reaction product. The product is: [F:14][C:10]([F:15])([C:9]([F:17])([F:16])[F:8])[CH2:11][CH2:12][C:19]1[CH:24]=[CH:23][C:22]([C:25]2[CH:26]=[CH:27][C:28]([S:31]([C:34]3([C:40]([O:42][C:43]([CH3:46])([CH3:45])[CH3:44])=[O:41])[CH2:39][CH2:38][O:37][CH2:36][CH2:35]3)(=[O:33])=[O:32])=[CH:29][CH:30]=2)=[CH:21][CH:20]=1. (3) Given the reactants C(OC([N:8]1[C:16]2[C:11](=[CH:12][CH:13]=[CH:14][CH:15]=2)[CH:10]=[C:9]1[C:17]1[NH:21][N:20]=[C:19]2[CH2:22][N:23]([C:25](=[O:30])[CH2:26][CH:27]([CH3:29])[CH3:28])[CH2:24][C:18]=12)=O)(C)(C)C.FC(F)(F)C(O)=O, predict the reaction product. The product is: [NH:8]1[C:16]2[C:11](=[CH:12][CH:13]=[CH:14][CH:15]=2)[CH:10]=[C:9]1[C:17]1[NH:21][N:20]=[C:19]2[CH2:22][N:23]([C:25](=[O:30])[CH2:26][CH:27]([CH3:28])[CH3:29])[CH2:24][C:18]=12. (4) Given the reactants [H-].[Na+].[H][H].[I-].[CH3:6][P+](C1C=CC=CC=1)(C1C=CC=CC=1)C1C=CC=CC=1.[CH3:26][O:27][C:28]1[CH:29]=[C:30]2[C:35](=[CH:36][CH:37]=1)[C:34](=O)[CH2:33][CH2:32][CH2:31]2, predict the reaction product. The product is: [CH3:26][O:27][C:28]1[CH:29]=[C:30]2[C:35](=[CH:36][CH:37]=1)[C:34](=[CH2:6])[CH2:33][CH2:32][CH2:31]2.